From a dataset of Forward reaction prediction with 1.9M reactions from USPTO patents (1976-2016). Predict the product of the given reaction. (1) Given the reactants C([O:3][C:4](=O)[CH2:5][O:6][C:7]1[CH:8]=[C:9]([C:20]2[CH:25]=[CH:24][C:23]([CH2:26][CH2:27][CH2:28][CH2:29][CH3:30])=[CH:22][CH:21]=2)[CH:10]=[C:11]([O:13][CH2:14][C:15](OCC)=[O:16])[CH:12]=1)C.[H-].[Al+3].[Li+].[H-].[H-].[H-].Cl, predict the reaction product. The product is: [OH:16][CH2:15][CH2:14][O:13][C:11]1[CH:12]=[C:7]([O:6][CH2:5][CH2:4][OH:3])[CH:8]=[C:9]([C:20]2[CH:25]=[CH:24][C:23]([CH2:26][CH2:27][CH2:28][CH2:29][CH3:30])=[CH:22][CH:21]=2)[CH:10]=1. (2) Given the reactants FC(F)(F)C(O)=O.[Cl:8][C:9]1[CH:38]=[CH:37][C:12]([CH2:13][N:14]([CH2:30][CH2:31][N:32]([CH2:35][CH3:36])[CH2:33][CH3:34])[C:15]([N:17]2[CH2:22][CH2:21][N:20](C(OC(C)(C)C)=O)[CH2:19][CH2:18]2)=[O:16])=[CH:11][CH:10]=1.C(N(CC)C(C)C)(C)C.Cl[C:49]1[C:50]2[C@H:57]([CH3:58])[CH2:56][CH:55]([OH:59])[C:51]=2[N:52]=[CH:53][N:54]=1, predict the reaction product. The product is: [Cl:8][C:9]1[CH:10]=[CH:11][C:12]([CH2:13][N:14]([CH2:30][CH2:31][N:32]([CH2:33][CH3:34])[CH2:35][CH3:36])[C:15]([N:17]2[CH2:18][CH2:19][N:20]([C:49]3[C:50]4[C@H:57]([CH3:58])[CH2:56][CH:55]([OH:59])[C:51]=4[N:52]=[CH:53][N:54]=3)[CH2:21][CH2:22]2)=[O:16])=[CH:37][CH:38]=1. (3) Given the reactants [NH2:1][C:2]1[C:7]([C:8]#[N:9])=[C:6]([Br:10])[N:5]=[C:4]([NH2:11])[CH:3]=1.[C:12](Cl)([CH3:14])=[O:13].O, predict the reaction product. The product is: [NH2:1][C:2]1[C:7]([C:8]#[N:9])=[C:6]([Br:10])[N:5]=[C:4]([NH:11][C:12](=[O:13])[CH3:14])[CH:3]=1. (4) The product is: [CH:1]([C:4]1[CH:12]=[CH:11][C:7]([CH2:8][OH:9])=[C:6]([O:13][CH2:14][O:15][CH3:16])[CH:5]=1)([CH3:3])[CH3:2]. Given the reactants [CH:1]([C:4]1[CH:12]=[CH:11][C:7]([C:8](O)=[O:9])=[C:6]([O:13][CH2:14][O:15][CH3:16])[CH:5]=1)([CH3:3])[CH3:2].CN1CCOCC1.ClC(OCC)=O.[BH4-].[Na+].C(=O)=O, predict the reaction product. (5) Given the reactants Cl[CH2:2][CH2:3][CH2:4][CH2:5][CH2:6][CH2:7][O:8][C:9]1[C:10]([O:29][CH3:30])=[CH:11][CH:12]=[C:13]2[C:18]=1[NH:17][C:16](=[O:19])[CH:15]=[C:14]2[NH:20][C:21]1[C:26]([CH3:27])=[CH:25][N:24]=[CH:23][C:22]=1[CH3:28].[NH:31]1[CH2:35][CH2:34][CH2:33][CH2:32]1, predict the reaction product. The product is: [CH3:28][C:22]1[CH:23]=[N:24][CH:25]=[C:26]([CH3:27])[C:21]=1[NH:20][C:14]1[C:13]2[C:18](=[C:9]([O:8][CH2:7][CH2:6][CH2:5][CH2:4][CH2:3][CH2:2][N:31]3[CH2:35][CH2:34][CH2:33][CH2:32]3)[C:10]([O:29][CH3:30])=[CH:11][CH:12]=2)[NH:17][C:16](=[O:19])[CH:15]=1. (6) Given the reactants [OH:1][B:2]1[C:6]2[CH:7]=[C:8]([NH:11][S:12]([C:15]3[CH:16]=[N:17][C:18]([O:21]C)=[CH:19][CH:20]=3)(=[O:14])=[O:13])[CH:9]=[CH:10][C:5]=2[CH2:4][O:3]1.C(=O)(O)[O-].[Na+], predict the reaction product. The product is: [OH:1][B:2]1[C:6]2[CH:7]=[C:8]([NH:11][S:12]([C:15]3[CH:16]=[N:17][C:18]([OH:21])=[CH:19][CH:20]=3)(=[O:14])=[O:13])[CH:9]=[CH:10][C:5]=2[CH2:4][O:3]1.